Dataset: Forward reaction prediction with 1.9M reactions from USPTO patents (1976-2016). Task: Predict the product of the given reaction. (1) The product is: [OH:37][C:38]1[C:43](=[O:44])[N:42]=[C:41]([CH2:45][C:46]2([C:51]3[C:60]4[C:55](=[CH:56][CH:57]=[CH:58][CH:59]=4)[CH:54]=[CH:53][CH:52]=3)[CH2:50][CH2:49][CH2:48][CH2:47]2)[N:40]2[CH2:61][CH2:62][N:63]([CH:66]3[CH2:71][CH2:70][O:69][CH2:68][CH2:67]3)[C:64](=[O:65])[C:39]=12. Given the reactants OC1C(=O)N=C(CC2(C3C4C(=CC=CC=4)C=CC=3)CCCC2)N2CCNC(=O)C=12.C([O:37][C:38]1[C:43](=[O:44])[N:42]=[C:41]([CH2:45][C:46]2([C:51]3[C:60]4[C:55](=[CH:56][CH:57]=[CH:58][CH:59]=4)[CH:54]=[CH:53][CH:52]=3)[CH2:50][CH2:49][CH2:48][CH2:47]2)[N:40]2[CH2:61][CH2:62][N:63]([CH:66]3[CH2:71][CH2:70][O:69][CH2:68][CH2:67]3)[C:64](=[O:65])[C:39]=12)C1C=CC=CC=1, predict the reaction product. (2) Given the reactants [I:1][C:2]1[CH:7]=[CH:6][C:5]([CH2:8][N:9]2[C:13]3[C:14](=[O:18])[CH2:15][CH2:16][CH2:17][C:12]=3[N:11]=[C:10]2[CH:19]([CH3:21])[CH3:20])=[CH:4][CH:3]=1.ClCCl.[BH4-].[Na+], predict the reaction product. The product is: [I:1][C:2]1[CH:3]=[CH:4][C:5]([CH2:8][N:9]2[C:13]3[CH:14]([OH:18])[CH2:15][CH2:16][CH2:17][C:12]=3[N:11]=[C:10]2[CH:19]([CH3:21])[CH3:20])=[CH:6][CH:7]=1. (3) Given the reactants Cl[C:2]1[C:3](=[O:15])[N:4]([C@H:9]([CH2:12][O:13][CH3:14])[CH2:10][CH3:11])[CH:5]=[C:6]([Cl:8])[N:7]=1.[Cl:16][C:17]1[CH:18]=[C:19]2[C:23](=[C:24]([Cl:26])[CH:25]=1)[NH:22][CH2:21][CH2:20]2, predict the reaction product. The product is: [Cl:8][C:6]1[N:7]=[C:2]([N:22]2[C:23]3[C:19](=[CH:18][C:17]([Cl:16])=[CH:25][C:24]=3[Cl:26])[CH2:20][CH2:21]2)[C:3](=[O:15])[N:4]([C@H:9]([CH2:12][O:13][CH3:14])[CH2:10][CH3:11])[CH:5]=1. (4) Given the reactants [C:1]([C@@H:3]1[CH2:7][CH2:6][CH2:5][N:4]1[C:8]([O:10]C(C)(C)C)=O)#[N:2].C(O)(C(F)(F)F)=O.[CH2:22]([C:33]1[CH:41]=[CH:40][C:36](C(O)=O)=[CH:35][CH:34]=1)[CH2:23][CH2:24][CH2:25][CH2:26][CH2:27][CH2:28][CH2:29][CH2:30][CH2:31][CH3:32], predict the reaction product. The product is: [CH2:22]([C:33]1[CH:34]=[CH:35][C:36]([C:8]([N:4]2[CH2:5][CH2:6][CH2:7][C@H:3]2[C:1]#[N:2])=[O:10])=[CH:40][CH:41]=1)[CH2:23][CH2:24][CH2:25][CH2:26][CH2:27][CH2:28][CH2:29][CH2:30][CH2:31][CH3:32]. (5) The product is: [Cl:20][CH2:19][CH2:18][N:17]([CH2:21][CH2:22][Cl:23])[C:6]1[CH:5]=[CH:4][C:3]2[N:2]([CH3:1])[C:10]([CH2:11][CH2:12][CH2:13][C:14]([NH:76][CH2:58][CH2:59][CH2:60][CH2:61][CH2:62][CH2:63][CH2:64][CH2:65][CH2:66][CH2:67][CH2:68][CH2:69][CH2:70][CH2:71][CH2:72][CH2:73][CH2:74][CH3:75])=[O:16])=[N:9][C:8]=2[CH:7]=1. Given the reactants [CH3:1][N:2]1[C:10]([CH2:11][CH2:12][CH2:13][C:14]([OH:16])=O)=[N:9][C:8]2[CH:7]=[C:6]([N:17]([CH2:21][CH2:22][Cl:23])[CH2:18][CH2:19][Cl:20])[CH:5]=[CH:4][C:3]1=2.Cl.CN(C(ON1N=NC2C=CC=NC1=2)=[N+](C)C)C.F[P-](F)(F)(F)(F)F.C(N(CC)C(C)C)(C)C.[CH2:58]([NH2:76])[CH2:59][CH2:60][CH2:61][CH2:62][CH2:63][CH2:64][CH2:65][CH2:66][CH2:67][CH2:68][CH2:69][CH2:70][CH2:71][CH2:72][CH2:73][CH2:74][CH3:75], predict the reaction product.